From a dataset of Forward reaction prediction with 1.9M reactions from USPTO patents (1976-2016). Predict the product of the given reaction. (1) The product is: [CH3:14][N:15]([CH2:17][CH:18]([C:27]1([OH:33])[CH2:32][CH2:31][CH2:30][CH2:29][CH2:28]1)[C:19]1[CH:20]=[CH:21][C:22]([OH:25])=[CH:23][CH:24]=1)[CH3:16]. Given the reactants S1C=CCS1.S1C=CC(C([O-])=O)S1.[CH3:14][N:15]([CH2:17][CH:18]([C:27]1([OH:33])[CH2:32][CH2:31][CH2:30][CH2:29][CH2:28]1)[C:19]1[CH:20]=[CH:21][C:22]([O:25]C)=[CH:23][CH:24]=1)[CH3:16], predict the reaction product. (2) Given the reactants [Cl:1][C:2]1[CH:7]=[CH:6][C:5]([CH:8]([C:10]2[N:11]([CH3:21])[C:12]([S:15][CH2:16][CH2:17][N:18]([CH3:20])[CH3:19])=[N:13][CH:14]=2)[OH:9])=[CH:4][CH:3]=1, predict the reaction product. The product is: [Cl:1][C:2]1[CH:7]=[CH:6][C:5]([C:8]([C:10]2[N:11]([CH3:21])[C:12]([S:15][CH2:16][CH2:17][N:18]([CH3:19])[CH3:20])=[N:13][CH:14]=2)=[O:9])=[CH:4][CH:3]=1. (3) Given the reactants [CH2:1]([C:5]1[O:6][C:7]([C:10]2[CH:11]=[C:12]3[C:16](=[CH:17][CH:18]=2)[N:15]([S:19]([C:22]2[CH:28]=[CH:27][C:25]([CH3:26])=[CH:24][CH:23]=2)(=[O:21])=[O:20])[CH:14]=[C:13]3B2OC(C)(C)C(C)(C)O2)=[N:8][N:9]=1)[CH:2]([CH3:4])[CH3:3].C1(P(C2CCCCC2)C2C=CC=CC=2C2C(C(C)C)=CC(C(C)C)=CC=2C(C)C)CCCCC1.Br[C:73]1[N:78]=[C:77]([CH:79]2[CH2:81][CH2:80]2)[CH:76]=[CH:75][N:74]=1.P([O-])([O-])([O-])=O.[K+].[K+].[K+], predict the reaction product. The product is: [CH:79]1([C:77]2[CH:76]=[CH:75][N:74]=[C:73]([C:13]3[C:12]4[C:16](=[CH:17][CH:18]=[C:10]([C:7]5[O:6][C:5]([CH2:1][CH:2]([CH3:3])[CH3:4])=[N:9][N:8]=5)[CH:11]=4)[N:15]([S:19]([C:22]4[CH:28]=[CH:27][C:25]([CH3:26])=[CH:24][CH:23]=4)(=[O:21])=[O:20])[CH:14]=3)[N:78]=2)[CH2:81][CH2:80]1. (4) Given the reactants [CH3:1][S:2][C:3]1[CH:4]=[C:5]([CH:9]=[CH:10][CH:11]=1)[C:6]([NH2:8])=[O:7].CO[CH:14](OC)[N:15]([CH3:17])[CH3:16], predict the reaction product. The product is: [CH3:14][N:15]([CH3:17])[CH:16]=[N:8][C:6](=[O:7])[C:5]1[CH:9]=[CH:10][CH:11]=[C:3]([S:2][CH3:1])[CH:4]=1.